Dataset: Peptide-MHC class I binding affinity with 185,985 pairs from IEDB/IMGT. Task: Regression. Given a peptide amino acid sequence and an MHC pseudo amino acid sequence, predict their binding affinity value. This is MHC class I binding data. (1) The peptide sequence is QEMPYPFVI. The MHC is HLA-A32:07 with pseudo-sequence HLA-A32:07. The binding affinity (normalized) is 0.683. (2) The peptide sequence is FMIVSISLV. The MHC is HLA-A02:06 with pseudo-sequence HLA-A02:06. The binding affinity (normalized) is 0.831. (3) The binding affinity (normalized) is 0.132. The peptide sequence is YCNYSRYWYL. The MHC is HLA-A30:02 with pseudo-sequence HLA-A30:02. (4) The peptide sequence is RQGLERALL. The MHC is HLA-A26:01 with pseudo-sequence HLA-A26:01. The binding affinity (normalized) is 0.